Dataset: Reaction yield outcomes from USPTO patents with 853,638 reactions. Task: Predict the reaction yield, written as a fraction of the theoretical maximum amount of product (1.0 means a 100% yield; for example, 0.34 means a 34% yield). (1) The reactants are [C:1]([C:4]1[C:8]2[CH:9]=[CH:10][C:11]3[CH:12]=[N:13][C:14](S(C)(=O)=O)=[N:15][C:16]=3[C:7]=2[N:6]([CH:21]2[CH2:26][CH2:25][N:24]([C:27]([O:29][C:30]([CH3:33])([CH3:32])[CH3:31])=[O:28])[CH2:23][CH2:22]2)[N:5]=1)(=[O:3])[NH2:2].[NH:34]1[CH2:38][CH2:37][CH2:36][CH2:35]1. The catalyst is C1COCC1. The product is [C:1]([C:4]1[C:8]2[CH:9]=[CH:10][C:11]3[CH:12]=[N:13][C:14]([N:34]4[CH2:38][CH2:37][CH2:36][CH2:35]4)=[N:15][C:16]=3[C:7]=2[N:6]([CH:21]2[CH2:26][CH2:25][N:24]([C:27]([O:29][C:30]([CH3:33])([CH3:32])[CH3:31])=[O:28])[CH2:23][CH2:22]2)[N:5]=1)(=[O:3])[NH2:2]. The yield is 0.500. (2) The reactants are [Cl:1][C:2]1[CH:3]=[C:4]([C:10](=[O:12])[CH3:11])[CH:5]=[CH:6][C:7]=1[O:8][CH3:9].[Br:13]Br. The catalyst is CO. The product is [Br:13][CH2:11][C:10]([C:4]1[CH:5]=[CH:6][C:7]([O:8][CH3:9])=[C:2]([Cl:1])[CH:3]=1)=[O:12]. The yield is 0.700. (3) The reactants are Cl.[NH2:2][OH:3].[OH-].[Na+].[CH3:6][O:7][C:8]1[CH:9]=[C:10]([CH:13]=[CH:14][CH:15]=1)[CH:11]=O. The catalyst is O. The product is [CH3:6][O:7][C:8]1[CH:9]=[C:10]([CH:13]=[CH:14][CH:15]=1)[CH:11]=[N:2][OH:3]. The yield is 1.00. (4) The reactants are [CH3:1][O:2][C:3](=[O:34])[C@@H:4]([NH:14][C:15]([C:17]1[CH:18]=[N:19][C:20]([NH:23][CH2:24][CH2:25][CH2:26][C:27]2[CH:32]=[CH:31][CH:30]=[C:29]([OH:33])[CH:28]=2)=[N:21][CH:22]=1)=[O:16])[CH2:5][NH:6][C:7]([O:9]C(C)(C)C)=O.C(O)(C(F)(F)F)=O.C(N(CC)CC)C.[S:49]1[CH:53]=[CH:52][CH:51]=[C:50]1C(O)=O.CN(C(ON1N=NC2C=CC=CC1=2)=[N+](C)C)C.F[P-](F)(F)(F)(F)F.C1C=CC2N(O)N=NC=2C=1. The product is [CH3:1][O:2][C:3](=[O:34])[C@@H:4]([NH:14][C:15]([C:17]1[CH:22]=[N:21][C:20]([NH:23][CH2:24][CH2:25][CH2:26][C:27]2[CH:32]=[CH:31][CH:30]=[C:29]([OH:33])[CH:28]=2)=[N:19][CH:18]=1)=[O:16])[CH2:5][NH:6][C:7]([C:50]1[S:49][CH:53]=[CH:52][CH:51]=1)=[O:9]. The yield is 0.260. The catalyst is C(Cl)Cl. (5) The reactants are [H-].[Na+].[Br:3][C:4]1[CH:9]=[CH:8][CH:7]=[CH:6][C:5]=1S.Br[CH2:12][CH3:13].O[O:15][S:16]([O-:18])=O.[K+]. The catalyst is CN(C=O)C.O. The product is [Br:3][C:4]1[CH:9]=[CH:8][CH:7]=[CH:6][C:5]=1[S:16]([CH2:12][CH3:13])(=[O:18])=[O:15]. The yield is 0.750. (6) The reactants are [CH2:1]([O:8][C:9]([N:11]1[CH2:15][CH2:14][C@@H:13]([C:16]2([NH:19][C:20]([O:22][C:23]([CH3:26])([CH3:25])[CH3:24])=[O:21])[CH2:18][CH2:17]2)[CH2:12]1)=[O:10])[C:2]1[CH:7]=[CH:6][CH:5]=[CH:4][CH:3]=1.[CH3:27]I. The catalyst is [Ag]=O.CN(C=O)C. The product is [CH2:1]([O:8][C:9]([N:11]1[CH2:15][CH2:14][C@@H:13]([C:16]2([N:19]([C:20]([O:22][C:23]([CH3:26])([CH3:25])[CH3:24])=[O:21])[CH3:27])[CH2:18][CH2:17]2)[CH2:12]1)=[O:10])[C:2]1[CH:3]=[CH:4][CH:5]=[CH:6][CH:7]=1. The yield is 0.890. (7) The reactants are [OH:1][C:2]1([CH:13]([N+:15]([O-:17])=[O:16])[CH3:14])[CH2:5][N:4](C(OC(C)(C)C)=O)[CH2:3]1.[ClH:18]. The catalyst is CO.O1CCOCC1. The product is [ClH:18].[N+:15]([CH:13]([C:2]1([OH:1])[CH2:5][NH:4][CH2:3]1)[CH3:14])([O-:17])=[O:16]. The yield is 0.960. (8) The reactants are COC[O:4][C:5]1[CH:10]=[C:9]([O:11]COC)[CH:8]=[CH:7][C:6]=1[CH:15]1[CH2:20][CH2:19][C:18](=[CH:21][C:22]([OH:24])=[O:23])[CH2:17][CH2:16]1. The catalyst is CO. The product is [OH:4][C:5]1[CH:10]=[C:9]([OH:11])[CH:8]=[CH:7][C:6]=1[CH:15]1[CH2:16][CH2:17][C:18](=[CH:21][C:22]([OH:24])=[O:23])[CH2:19][CH2:20]1. The yield is 0.350. (9) The reactants are [CH2:1]([N:8]1[C:12]([C:13]2[CH:14]=[CH:15][C:16]3[O:21][CH2:20][CH2:19][CH2:18][C:17]=3[CH:22]=2)=[CH:11][C:10]([C:23]([F:26])([F:25])[F:24])=[N:9]1)[C:2]1[CH:7]=[CH:6][CH:5]=[CH:4][CH:3]=1.[Br:27]N1C(=O)CCC1=O.O. The catalyst is C(#N)C. The product is [CH2:1]([N:8]1[C:12]([C:13]2[CH:14]=[CH:15][C:16]3[O:21][CH2:20][CH2:19][CH2:18][C:17]=3[CH:22]=2)=[C:11]([Br:27])[C:10]([C:23]([F:26])([F:24])[F:25])=[N:9]1)[C:2]1[CH:7]=[CH:6][CH:5]=[CH:4][CH:3]=1. The yield is 0.630.